From a dataset of Experimentally validated miRNA-target interactions with 360,000+ pairs, plus equal number of negative samples. Binary Classification. Given a miRNA mature sequence and a target amino acid sequence, predict their likelihood of interaction. (1) The miRNA is hsa-miR-6516-5p with sequence UUUGCAGUAACAGGUGUGAGCA. The protein sequence of the target gene is MASILDEYENSLSRSAVLQPGCPSVGIPHSGYVNAQLEKEVPIFTKQRIDFTPSERITSLVVSSNQLCMSLGKDTLLRIDLGKANEPNHVELGRKDDAKVHKMFLDHTGSHLLIALSSTEVLYVNRNGQKVRPLARWKGQLVESVGWNKALGTESSTGPILVGTAQGHIFEAELSASEGGLFGPAPDLYFRPLYVLNEEGGPAPVCSLEAERGPDGRSFVIATTRQRLFQFIGRAAEGAEAQGFSGLFAAYTDHPPPFREFPSNLGYSELAFYTPKLRSAPRAFAWMMGDGVLYGALDCG.... Result: 1 (interaction). (2) The miRNA is hsa-miR-6500-3p with sequence ACACUUGUUGGGAUGACCUGC. The protein sequence of the target gene is MTSPAKFKKDKEIIAEYDTQVKEIRAQLTEQMKCLDQQCELRVQLLQDLQDFFRKKAEIEMDYSRNLEKLAEHFLAKTRSTKDQQFKKDQNVLSPVNCWNLLLNQVKWESRDHTTLSDIYLNNIIPRFVQVSEDSGRLFKKSKEVGQQLQDDLMKVLNELYSVMKTYHMYNADSISAQSKLKEAEKQEEKQIGKSVKQEDRQTPCSPDSTANVRIEEKHVRRSSVKKIEKMKEKHQAKYTENKLKAIKAQNEYLLALEATNASVFKYYIHDLSDLIDQCCDLGYHASLNRALRTFLSAEL.... Result: 0 (no interaction). (3) The miRNA is hsa-miR-3938 with sequence AAUUCCCUUGUAGAUAACCCGG. The protein sequence of the target gene is MAAALGAGGGAGAGDDDFDQFDKPGAERSWRRRAADEDWDSELEDDLLGEDLLSGKKNQSDLSDEELNDDLLQSDNEEEENFSSQGVTISLNTTSGIVTSFELSDNTNDQSGEQESEYEQGDDELAYHKPEEQELYTQEYPEEGQYEGHDAELTEDQIEYGDEPEEEQLYSDEVLDIEINEPLDEFTDEEYLQAYGGQQGLQVREDCEAEDDLDEITDSQVASETHEGGMETLELQKDIKEESDEEDDDDEESGRLRFKTERKEGTIIRLSDVTRERRNIPETLELSAEAKAALLEFEER.... Result: 0 (no interaction). (4) Result: 0 (no interaction). The miRNA is hsa-miR-8056 with sequence CGUGGAUUGUCUGGAUGCAU. The protein sequence of the target gene is MATEPKKAAAQNSPEDEGLLIVKIEEEEFIHGQDTCLQRSELLKQELCRQLFRQFCYQDSPGPREALSRLRELCCQWLKPEIHTKEQILELLVLEQFLTILPGDLQAWVHEHYPESGEEAVTILEDLERGTDEAVLQVQAHEHGQEIFQKKVSPPGPALNVKLQPVETKAHFDSSEPQLLWDCDNESENSRSMPKLEIFEKIESQRIISGRISGYISEASGESQDICKSAGRVKRQWEKESGESQRLSSAQDEGFGKILTHKNTVRGEIISHDGCERRLNLNSNEFTHQKSCKHGTCDQS....